Dataset: Reaction yield outcomes from USPTO patents with 853,638 reactions. Task: Predict the reaction yield, written as a fraction of the theoretical maximum amount of product (1.0 means a 100% yield; for example, 0.34 means a 34% yield). (1) The reactants are CN([CH:4]=[O:5])C.[CH3:6][C:7]1[C:15]([N+:16]([O-:18])=[O:17])=[CH:14][CH:13]=[CH:12][C:8]=1[C:9](O)=[O:10].IC. The catalyst is O. The product is [CH3:6][C:7]1[C:15]([N+:16]([O-:18])=[O:17])=[CH:14][CH:13]=[CH:12][C:8]=1[C:9]([O:5][CH3:4])=[O:10]. The yield is 1.00. (2) The reactants are [N:1]1([CH2:7][CH2:8][O:9][C:10]2[CH:15]=[CH:14][C:13]([NH2:16])=[C:12]([N+:17]([O-:19])=[O:18])[CH:11]=2)[CH2:6][CH2:5][O:4][CH2:3][CH2:2]1.[C:20]1(Cl)[C:26](=O)C(Cl)=C(Cl)C(=O)[C:21]=1Cl.C(C=C)=O.[OH-].[NH4+]. The catalyst is C(O)C.O.C(=O)(O)[O-].[Na+].C(OCC)(=O)C. The product is [N:1]1([CH2:7][CH2:8][O:9][C:10]2[CH:15]=[C:14]3[C:13](=[C:12]([N+:17]([O-:19])=[O:18])[CH:11]=2)[N:16]=[CH:26][CH:20]=[CH:21]3)[CH2:6][CH2:5][O:4][CH2:3][CH2:2]1. The yield is 0.970. (3) The reactants are C(Cl)(Cl)Cl.[Cl:5][C:6]1[CH:11]=[C:10]([Cl:12])[CH:9]=[CH:8][C:7]=1[CH:13]1[C:17]([OH:18])=[C:16]([C:19]([CH3:21])=[O:20])[CH2:15][S:14]1.S(Cl)(Cl)(=O)=O. The catalyst is O. The product is [Cl:5][C:6]1[CH:11]=[C:10]([Cl:12])[CH:9]=[CH:8][C:7]=1[C:13]1[S:14][CH:15]=[C:16]([C:19]([CH3:21])=[O:20])[C:17]=1[OH:18]. The yield is 0.910. (4) The yield is 0.920. The reactants are Cl[C:2]1[N:7]=[C:6]([NH2:8])[C:5]([N+:9]([O-:11])=[O:10])=[CH:4][CH:3]=1.C(N(CC)CC)C.[C:19]([C:21]1[CH:26]=[CH:25][C:24]([F:27])=[CH:23][C:22]=1[F:28])#[CH:20].C1(C)C=CC=CC=1. The catalyst is C(#N)C.[Cu]I.C1C=CC(P(C2C=CC=CC=2)C2C=CC=CC=2)=CC=1.C1C=CC(P(C2C=CC=CC=2)C2C=CC=CC=2)=CC=1.Cl[Pd]Cl. The product is [F:28][C:22]1[CH:23]=[C:24]([F:27])[CH:25]=[CH:26][C:21]=1[C:19]#[C:20][C:2]1[N:7]=[C:6]([NH2:8])[C:5]([N+:9]([O-:11])=[O:10])=[CH:4][CH:3]=1. (5) The reactants are [NH2:1][CH2:2][CH2:3][O:4][C:5]1[CH:10]=[CH:9][C:8]([C:11]2[N:12]([CH2:24][CH3:25])[C:13]3[C:18]([C:19]=2[C:20]#[N:21])=[CH:17][CH:16]=[C:15]([O:22][CH3:23])[CH:14]=3)=[CH:7][CH:6]=1.[CH3:26][S:27](Cl)(=[O:29])=[O:28]. The catalyst is N1C=CC=CC=1. The product is [C:20]([C:19]1[C:18]2[C:13](=[CH:14][C:15]([O:22][CH3:23])=[CH:16][CH:17]=2)[N:12]([CH2:24][CH3:25])[C:11]=1[C:8]1[CH:9]=[CH:10][C:5]([O:4][CH2:3][CH2:2][NH:1][S:27]([CH3:26])(=[O:29])=[O:28])=[CH:6][CH:7]=1)#[N:21]. The yield is 0.860. (6) The reactants are [CH:1]1[C:13]2[CH:12]([CH2:14][O:15][C:16]([NH:18][C@@H:19]([C:29]([OH:31])=[O:30])[CH2:20][O:21][CH2:22][C:23]3[CH:28]=[CH:27][CH:26]=[CH:25][CH:24]=3)=[O:17])[C:11]3[C:6](=[CH:7][CH:8]=[CH:9][CH:10]=3)[C:5]=2[CH:4]=[CH:3][CH:2]=1.C(O[C:36]([CH3:39])([CH3:38])[CH3:37])(=O)C.S(=O)(=O)(O)O. The catalyst is ClCCl. The product is [C:36]([O:30][C:29](=[O:31])[C@@H:19]([CH2:20][O:21][CH2:22][C:23]1[CH:24]=[CH:25][CH:26]=[CH:27][CH:28]=1)[NH:18][C:16]([O:15][CH2:14][CH:12]1[C:13]2[CH:1]=[CH:2][CH:3]=[CH:4][C:5]=2[C:6]2[C:11]1=[CH:10][CH:9]=[CH:8][CH:7]=2)=[O:17])([CH3:39])([CH3:38])[CH3:37]. The yield is 0.770. (7) The reactants are FC(F)(F)S(O[C:7]1[N:29]=[CH:28][C:10]2[C:11]3[N:12]([CH:16]=[C:17]([C:19]4[N:23]([CH:24]([CH3:26])[CH3:25])[N:22]=[C:21]([CH3:27])[N:20]=4)[N:18]=3)[CH2:13][CH2:14][O:15][C:9]=2[CH:8]=1)(=O)=O.[CH2:32]([NH2:43])[C:33]1[CH:42]=[CH:41][C:38]([O:39][CH3:40])=[C:35]([O:36][CH3:37])[CH:34]=1.C(N(CC)CC)C. The catalyst is CN1CCCC1=O.O.CO.C(Cl)Cl. The product is [CH3:37][O:36][C:35]1[CH:34]=[C:33]([CH:42]=[CH:41][C:38]=1[O:39][CH3:40])[CH2:32][NH:43][C:7]1[N:29]=[CH:28][C:10]2[C:11]3[N:12]([CH:16]=[C:17]([C:19]4[N:23]([CH:24]([CH3:25])[CH3:26])[N:22]=[C:21]([CH3:27])[N:20]=4)[N:18]=3)[CH2:13][CH2:14][O:15][C:9]=2[CH:8]=1. The yield is 0.230. (8) The reactants are Br[C:2]1[CH:7]=[CH:6][C:5]([CH:8]2[CH2:13][CH2:12][O:11][CH2:10][CH2:9]2)=[CH:4][CH:3]=1.[CH3:14][C:15]1([CH3:31])[C:19]([CH3:21])([CH3:20])[O:18][B:17]([B:17]2[O:18][C:19]([CH3:21])([CH3:20])[C:15]([CH3:31])([CH3:14])[O:16]2)[O:16]1.C([O-])(=O)C.[K+].O. The catalyst is O1CCOCC1.C1C=CC(P(C2C=CC=CC=2)[C-]2C=CC=C2)=CC=1.C1C=CC(P(C2C=CC=CC=2)[C-]2C=CC=C2)=CC=1.Cl[Pd]Cl.[Fe+2].C(OCC)(=O)C. The product is [CH3:14][C:15]1([CH3:31])[C:19]([CH3:21])([CH3:20])[O:18][B:17]([C:2]2[CH:7]=[CH:6][C:5]([CH:8]3[CH2:13][CH2:12][O:11][CH2:10][CH2:9]3)=[CH:4][CH:3]=2)[O:16]1. The yield is 0.338. (9) The reactants are C[O:2][C:3](=[O:29])[C:4]1[CH:9]=[CH:8][C:7]([NH:10][C:11]([NH:13][C:14]2[CH:19]=[N:18][C:17]([CH3:20])=[CH:16][N:15]=2)=[O:12])=[C:6]([O:21][CH2:22][C:23]2[CH:24]=[N:25][CH:26]=[CH:27][CH:28]=2)[CH:5]=1.[OH-].[Li+].Cl. The catalyst is CO. The product is [CH3:20][C:17]1[N:18]=[CH:19][C:14]([NH:13][C:11](=[O:12])[NH:10][C:7]2[CH:8]=[CH:9][C:4]([C:3]([OH:29])=[O:2])=[CH:5][C:6]=2[O:21][CH2:22][C:23]2[CH:24]=[N:25][CH:26]=[CH:27][CH:28]=2)=[N:15][CH:16]=1. The yield is 0.900. (10) The reactants are [N:1]1([C:7]([C:9]2[S:10][CH:11]=[CH:12][CH:13]=2)=[O:8])[CH2:6][CH2:5][NH:4][CH2:3][CH2:2]1.Cl[C:15]1[C:24]2[C:19](=[CH:20][CH:21]=[CH:22][CH:23]=2)[N:18]([CH3:25])[C:17](=[O:26])[C:16]=1[C:27]#[N:28]. The catalyst is C1(C)C=CC=CC=1. The product is [CH3:25][N:18]1[C:19]2[C:24](=[CH:23][CH:22]=[CH:21][CH:20]=2)[C:15]([N:4]2[CH2:5][CH2:6][N:1]([C:7]([C:9]3[S:10][CH:11]=[CH:12][CH:13]=3)=[O:8])[CH2:2][CH2:3]2)=[C:16]([C:27]#[N:28])[C:17]1=[O:26]. The yield is 0.980.